Dataset: Full USPTO retrosynthesis dataset with 1.9M reactions from patents (1976-2016). Task: Predict the reactants needed to synthesize the given product. (1) Given the product [CH2:1]([O:8][CH2:9][N:10]1[C:18]2[C:17]([O:19][CH3:20])=[N:16][CH:15]=[N:14][C:13]=2[C:12]([C@@H:21]2[N:22]([C:30]([O:32][C:33]([CH3:36])([CH3:35])[CH3:34])=[O:31])[C@@H:23]3[CH2:28][O:29][Si:43]([CH:53]([CH3:55])[CH3:54])([CH:56]([CH3:58])[CH3:57])[O:44][Si:45]([CH:49]([CH3:51])[CH3:50])([CH:46]([CH3:47])[CH3:48])[O:27][C@H:24]3[C@H:25]2[OH:26])=[CH:11]1)[C:2]1[CH:7]=[CH:6][CH:5]=[CH:4][CH:3]=1, predict the reactants needed to synthesize it. The reactants are: [CH2:1]([O:8][CH2:9][N:10]1[C:18]2[C:17]([O:19][CH3:20])=[N:16][CH:15]=[N:14][C:13]=2[C:12]([C@H:21]2[C@H:25]([OH:26])[C@H:24]([OH:27])[C@@H:23]([CH2:28][OH:29])[N:22]2[C:30]([O:32][C:33]([CH3:36])([CH3:35])[CH3:34])=[O:31])=[CH:11]1)[C:2]1[CH:7]=[CH:6][CH:5]=[CH:4][CH:3]=1.N1C=CN=C1.Cl[Si:43]([CH:56]([CH3:58])[CH3:57])([CH:53]([CH3:55])[CH3:54])[O:44][Si:45](Cl)([CH:49]([CH3:51])[CH3:50])[CH:46]([CH3:48])[CH3:47]. (2) Given the product [O:8]1[C:5]2=[N:6][CH:7]=[C:2]([C:24]3[O:25][C:21]([CH:19]=[O:20])=[CH:22][CH:23]=3)[CH:3]=[C:4]2[CH2:10][C@:9]21[CH2:15][N:14]1[CH2:16][CH2:17][CH:11]2[CH2:12][CH2:13]1, predict the reactants needed to synthesize it. The reactants are: Br[C:2]1[CH:3]=[C:4]2[CH2:10][C@@:9]3([CH2:15][N:14]4[CH2:16][CH2:17][CH:11]3[CH2:12][CH2:13]4)[O:8][C:5]2=[N:6][CH:7]=1.O.[CH:19]([C:21]1[O:25][C:24](B(O)O)=[CH:23][CH:22]=1)=[O:20].C([O-])([O-])=O.[Na+].[Na+]. (3) Given the product [CH2:1]([O:8][CH2:9][CH:10]([C:12]1[C:13]([Cl:19])=[N:14][C:15]([Br:18])=[CH:16][CH:17]=1)[F:26])[C:2]1[CH:7]=[CH:6][CH:5]=[CH:4][CH:3]=1, predict the reactants needed to synthesize it. The reactants are: [CH2:1]([O:8][CH2:9][CH:10]([C:12]1[C:13]([Cl:19])=[N:14][C:15]([Br:18])=[CH:16][CH:17]=1)O)[C:2]1[CH:7]=[CH:6][CH:5]=[CH:4][CH:3]=1.C(N(S(F)(F)[F:26])CC)C. (4) Given the product [F:1][C:2]1[CH:3]=[CH:4][C:5]([N:8]2[C:16]3[C:11](=[CH:12][C:13]([O:17][C@H:18]([C:22]4[CH:23]=[CH:24][CH:25]=[CH:26][CH:27]=4)[C@@H:19]([NH:20][C:35]([NH:34][CH2:33][C:29]4[O:28][CH:32]=[CH:31][CH:30]=4)=[O:36])[CH3:21])=[CH:14][CH:15]=3)[CH:10]=[N:9]2)=[CH:6][CH:7]=1, predict the reactants needed to synthesize it. The reactants are: [F:1][C:2]1[CH:7]=[CH:6][C:5]([N:8]2[C:16]3[C:11](=[CH:12][C:13]([O:17][C@H:18]([C:22]4[CH:27]=[CH:26][CH:25]=[CH:24][CH:23]=4)[C@H:19]([CH3:21])[NH2:20])=[CH:14][CH:15]=3)[CH:10]=[N:9]2)=[CH:4][CH:3]=1.[O:28]1[CH:32]=[CH:31][CH:30]=[C:29]1[CH2:33][N:34]=[C:35]=[O:36]. (5) Given the product [CH3:20][C:21]1[C:25]([C:26]([N:7]([CH2:8][C:9]2[C:18]3[C:13](=[CH:14][CH:15]=[CH:16][CH:17]=3)[NH:12][C:11](=[O:19])[CH:10]=2)[C:1]2[CH:2]=[CH:3][CH:4]=[CH:5][CH:6]=2)=[O:27])=[C:24]([CH3:29])[O:23][N:22]=1, predict the reactants needed to synthesize it. The reactants are: [C:1]1([NH:7][CH2:8][C:9]2[C:18]3[C:13](=[CH:14][CH:15]=[CH:16][CH:17]=3)[NH:12][C:11](=[O:19])[CH:10]=2)[CH:6]=[CH:5][CH:4]=[CH:3][CH:2]=1.[CH3:20][C:21]1[C:25]([C:26](O)=[O:27])=[C:24]([CH3:29])[O:23][N:22]=1.